From a dataset of Full USPTO retrosynthesis dataset with 1.9M reactions from patents (1976-2016). Predict the reactants needed to synthesize the given product. (1) Given the product [CH:29]([C:17]1[C:16](=[O:18])[C:15]2[C:10](=[CH:11][CH:12]=[CH:13][CH:14]=2)[NH:9][C:8]=1[CH2:1][CH2:2][CH2:3][CH2:4][CH2:5][CH2:6][CH3:7])=[O:30], predict the reactants needed to synthesize it. The reactants are: [CH2:1]([C:8]1[NH:9][C:10]2[C:15]([C:16](=[O:18])[CH:17]=1)=[CH:14][CH:13]=[CH:12][CH:11]=2)[CH2:2][CH2:3][CH2:4][CH2:5][CH2:6][CH3:7].C1N2CN3CN(C2)CN1C3.[C:29](O)(C(F)(F)F)=[O:30].Cl. (2) Given the product [Cl:23][C:24]1[CH:33]=[CH:32][C:31]([F:34])=[CH:30][C:25]=1[C:26]1[O:1][C:2]2[C:3]([C:20](=[O:22])[CH:21]=1)=[C:4]([O:18][CH3:19])[CH:5]=[C:6]([O:16][CH3:17])[C:7]=2[C@@H:8]1[CH2:12][CH2:11][N:10]([CH3:13])[C@H:9]1[CH2:14][OH:15], predict the reactants needed to synthesize it. The reactants are: [OH:1][C:2]1[C:7]([C@@H:8]2[CH2:12][CH2:11][N:10]([CH3:13])[C@H:9]2[CH2:14][OH:15])=[C:6]([O:16][CH3:17])[CH:5]=[C:4]([O:18][CH3:19])[C:3]=1[C:20](=[O:22])[CH3:21].[Cl:23][C:24]1[CH:33]=[CH:32][C:31]([F:34])=[CH:30][C:25]=1[C:26](OC)=O.[H-].[Na+]. (3) Given the product [C:1]([O:5][C:6](=[O:23])[NH:7][CH:8]1[CH2:9][CH2:10][N:11]([C:14]2[C:19]([CH:20]=[N:27][O:26][CH3:25])=[C:18]([NH2:22])[N:17]=[CH:16][N:15]=2)[CH2:12][CH2:13]1)([CH3:4])([CH3:2])[CH3:3], predict the reactants needed to synthesize it. The reactants are: [C:1]([O:5][C:6](=[O:23])[NH:7][CH:8]1[CH2:13][CH2:12][N:11]([C:14]2[C:19]([CH:20]=O)=[C:18]([NH2:22])[N:17]=[CH:16][N:15]=2)[CH2:10][CH2:9]1)([CH3:4])([CH3:3])[CH3:2].Cl.[CH3:25][O:26][NH2:27]. (4) Given the product [OH:2][C:3]1[CH:4]=[C:5]([C:9]([CH3:14])([CH3:13])[C:10](=[O:12])[CH3:11])[CH:6]=[CH:7][CH:8]=1, predict the reactants needed to synthesize it. The reactants are: C[O:2][C:3]1[CH:4]=[C:5]([C:9]([CH3:14])([CH3:13])[C:10](=[O:12])[CH3:11])[CH:6]=[CH:7][CH:8]=1.B(Br)(Br)Br.O. (5) Given the product [CH3:1][C:2]1[CH:7]=[CH:6][C:5]([S:8]([O:11][CH2:12][CH:13]2[CH2:17][C:16]3[CH:18]=[CH:19][CH:20]=[C:21]([C:33]4[CH:34]=[CH:35][C:36]([F:37])=[C:31]([Cl:30])[CH:32]=4)[C:15]=3[O:14]2)(=[O:9])=[O:10])=[CH:4][CH:3]=1, predict the reactants needed to synthesize it. The reactants are: [CH3:1][C:2]1[CH:7]=[CH:6][C:5]([S:8]([O:11][CH2:12][CH:13]2[CH2:17][C:16]3[CH:18]=[CH:19][CH:20]=[C:21](OS(C(F)(F)F)(=O)=O)[C:15]=3[O:14]2)(=[O:10])=[O:9])=[CH:4][CH:3]=1.[Cl:30][C:31]1[CH:32]=[C:33](B(O)O)[CH:34]=[CH:35][C:36]=1[F:37].P([O-])([O-])([O-])=O.[K+].[K+].[K+]. (6) Given the product [C:27]([O:31][C:32]([N:34]1[CH2:38][CH:37]=[C:36]([C:2]2[CH:10]=[CH:9][C:5]([C:6](=[O:7])[NH2:8])=[C:4]([O:11][C:12]3[CH:17]=[CH:16][C:15]([O:18][C:19]4[CH:24]=[CH:23][CH:22]=[C:21]([C:25]#[N:26])[CH:20]=4)=[CH:14][CH:13]=3)[N:3]=2)[CH2:35]1)=[O:33])([CH3:30])([CH3:28])[CH3:29], predict the reactants needed to synthesize it. The reactants are: Cl[C:2]1[CH:10]=[CH:9][C:5]([C:6]([NH2:8])=[O:7])=[C:4]([O:11][C:12]2[CH:17]=[CH:16][C:15]([O:18][C:19]3[CH:24]=[CH:23][CH:22]=[C:21]([C:25]#[N:26])[CH:20]=3)=[CH:14][CH:13]=2)[N:3]=1.[C:27]([O:31][C:32]([N:34]1[CH2:38][CH:37]=[C:36](B2OC(C)(C)C(C)(C)O2)[CH2:35]1)=[O:33])([CH3:30])([CH3:29])[CH3:28].C(=O)([O-])[O-].[Cs+].[Cs+]. (7) Given the product [Br:8][C:9]1[S:10][C:11]([S:20]([CH2:1][CH3:2])(=[O:22])=[O:19])=[CH:12][CH:13]=1, predict the reactants needed to synthesize it. The reactants are: [CH2:1]1COC[CH2:2]1.CO.[Br:8][C:9]1[S:10][C:11](SCC)=[CH:12][CH:13]=1.O.O[O:19][S:20]([O-:22])=O.[K+]. (8) Given the product [Cl:1][C:2]1[CH:7]=[CH:6][C:5]([C:8]2[CH:13]=[CH:12][C:11]([NH:14][C:15](=[O:33])[CH2:16][CH2:17][C:18]3[CH:23]=[CH:22][C:21]([CH2:24][N:25]([CH3:32])[CH:26]4[CH2:27][CH2:28][O:29][CH2:30][CH2:31]4)=[CH:20][CH:19]=3)=[CH:10][CH:9]=2)=[CH:4][CH:3]=1, predict the reactants needed to synthesize it. The reactants are: [Cl:1][C:2]1[CH:7]=[CH:6][C:5]([C:8]2[CH:13]=[CH:12][C:11]([NH:14][C:15](=[O:33])/[CH:16]=[CH:17]/[C:18]3[CH:23]=[CH:22][C:21]([CH2:24][N:25]([CH3:32])[CH:26]4[CH2:31][CH2:30][O:29][CH2:28][CH2:27]4)=[CH:20][CH:19]=3)=[CH:10][CH:9]=2)=[CH:4][CH:3]=1.